From a dataset of Full USPTO retrosynthesis dataset with 1.9M reactions from patents (1976-2016). Predict the reactants needed to synthesize the given product. (1) Given the product [CH2:1]([O:8][C:9]([N:11]1[C:19]2[C:14](=[CH:15][C:16]([N:20]3[CH2:24][C@H:23]([CH2:25][NH:26][C:37](=[O:39])[CH3:38])[O:22][C:21]3=[O:27])=[CH:17][CH:18]=2)[CH2:13][CH:12]1[CH2:28][O:29][Si:30]([C:33]([CH3:36])([CH3:35])[CH3:34])([CH3:31])[CH3:32])=[O:10])[C:2]1[CH:7]=[CH:6][CH:5]=[CH:4][CH:3]=1, predict the reactants needed to synthesize it. The reactants are: [CH2:1]([O:8][C:9]([N:11]1[C:19]2[C:14](=[CH:15][C:16]([N:20]3[CH2:24][CH:23]([CH2:25][NH2:26])[O:22][C:21]3=[O:27])=[CH:17][CH:18]=2)[CH2:13][CH:12]1[CH2:28][O:29][Si:30]([C:33]([CH3:36])([CH3:35])[CH3:34])([CH3:32])[CH3:31])=[O:10])[C:2]1[CH:7]=[CH:6][CH:5]=[CH:4][CH:3]=1.[C:37](OC(=O)C)(=[O:39])[CH3:38]. (2) The reactants are: Br[C:2]1[CH:15]=[CH:14][C:13]2[NH:12][C:11]3[C:6](=[CH:7][C:8](Br)=[CH:9][CH:10]=3)[C:5]([CH3:18])([CH3:17])[C:4]=2[CH:3]=1.[C:19]1(B(O)O)[CH:24]=[CH:23][CH:22]=[CH:21][CH:20]=1.C(=O)([O-])[O-].[K+].[K+]. Given the product [CH3:17][C:5]1([CH3:18])[C:6]2[CH:7]=[C:8]([C:19]3[CH:24]=[CH:23][CH:22]=[CH:21][CH:20]=3)[CH:9]=[CH:10][C:11]=2[NH:12][C:13]2[C:4]1=[CH:3][C:2]([C:2]1[CH:15]=[CH:14][CH:13]=[CH:4][CH:3]=1)=[CH:15][CH:14]=2, predict the reactants needed to synthesize it. (3) Given the product [CH3:16][O:17][C:18](=[O:34])[CH2:19][CH2:20][CH2:21][CH2:22][CH2:23][CH2:24][N:25]1[C:30](=[O:31])[CH2:29][CH2:28][CH2:27][C@@H:26]1[CH:32]=[O:33], predict the reactants needed to synthesize it. The reactants are: CCN=C=NCCCN(C)C.CS(C)=O.[CH3:16][O:17][C:18](=[O:34])[CH2:19][CH2:20][CH2:21][CH2:22][CH2:23][CH2:24][N:25]1[C:30](=[O:31])[CH2:29][CH2:28][CH2:27][C@@H:26]1[CH2:32][OH:33].FC(F)(F)C([O-])=O.[NH+]1C=CC=CC=1. (4) Given the product [CH2:15]([C:14]([F:17])([CH2:18][CH3:19])[CH2:13][N:10]1[CH2:11][CH2:12][CH:7]([CH2:6][O:5][C:4]2[CH:20]=[CH:21][C:22]([C:26]3[CH:27]=[CH:28][C:29]([C:31]([O:33][CH2:34][CH3:38])=[O:32])=[CH:30][C:25]=3[F:24])=[CH:2][C:3]=2[F:23])[CH2:8][CH2:9]1)[CH3:16], predict the reactants needed to synthesize it. The reactants are: Br[C:2]1[C:3]([F:23])=[C:4]([CH:20]=[CH:21][CH:22]=1)[O:5][CH2:6][CH:7]1[CH2:12][CH2:11][N:10]([CH2:13][C:14]([CH2:18][CH3:19])([F:17])[CH2:15][CH3:16])[CH2:9][CH2:8]1.[F:24][C:25]1[CH:30]=[C:29]([C:31]([O:33][CH3:34])=[O:32])[CH:28]=[CH:27][C:26]=1B(O)O.[C:38]([O-])([O-])=O.[Cs+].[Cs+]. (5) Given the product [OH:9][C:10]1[C:19]2[C:14](=[N:15][CH:16]=[C:17]([I:20])[CH:18]=2)[N:13]([CH3:21])[C:12](=[O:22])[C:11]=1[C:24](=[O:31])[CH2:25][CH2:26][C:27]([OH:29])=[O:28], predict the reactants needed to synthesize it. The reactants are: C([O:9][C:10]1[C:19]2[C:14](=[N:15][CH:16]=[C:17]([I:20])[CH:18]=2)[N:13]([CH3:21])[C:12](=[O:22])[CH:11]=1)(=O)CCC(OC)=O.Cl[C:24](=[O:31])[CH2:25][CH2:26][C:27]([O:29]C)=[O:28].OC1C2C(=NC=C(I)C=2)N(C)C(=O)C=1. (6) Given the product [Br:17][C:4]1[C:5]([OH:11])=[C:6]([C:8](=[O:10])[CH3:9])[CH:7]=[C:2]([Cl:1])[C:3]=1[F:12], predict the reactants needed to synthesize it. The reactants are: [Cl:1][C:2]1[C:3]([F:12])=[CH:4][C:5]([OH:11])=[C:6]([C:8](=[O:10])[CH3:9])[CH:7]=1.C(O)(=O)C.[Br:17]N1C(=O)CCC1=O.